Dataset: Reaction yield outcomes from USPTO patents with 853,638 reactions. Task: Predict the reaction yield, written as a fraction of the theoretical maximum amount of product (1.0 means a 100% yield; for example, 0.34 means a 34% yield). (1) The reactants are [Br:1][CH2:2][C:3]1[CH:16]=[CH:15][C:6]([O:7][Si:8]([C:11]([CH3:14])([CH3:13])[CH3:12])([CH3:10])[CH3:9])=[C:5]([O:17][CH2:18][CH3:19])[CH:4]=1.[CH:20]1[CH:25]=[CH:24][C:23]([P:26]([C:33]2[CH:38]=[CH:37][CH:36]=[CH:35][CH:34]=2)[C:27]2[CH:32]=[CH:31][CH:30]=[CH:29][CH:28]=2)=[CH:22][CH:21]=1. The catalyst is C1(C)C=CC=CC=1. The product is [Br-:1].[Si:8]([O:7][C:6]1[CH:15]=[CH:16][C:3]([CH2:2][P+:26]([C:27]2[CH:28]=[CH:29][CH:30]=[CH:31][CH:32]=2)([C:33]2[CH:38]=[CH:37][CH:36]=[CH:35][CH:34]=2)[C:23]2[CH:22]=[CH:21][CH:20]=[CH:25][CH:24]=2)=[CH:4][C:5]=1[O:17][CH2:18][CH3:19])([C:11]([CH3:14])([CH3:13])[CH3:12])([CH3:10])[CH3:9]. The yield is 0.990. (2) The reactants are Br[C:2]1[CH:12]=[N:11][C:10]2[NH:9][C:8](=[O:13])[C:7]([CH3:15])([CH3:14])[CH2:6][O:5][C:4]=2[CH:3]=1.[C:16]([O:20][C:21]([CH3:24])([CH3:23])[CH3:22])(=[O:19])[CH:17]=[CH2:18].CCN(C(C)C)C(C)C.CC1C=CC=CC=1P(C1C=CC=CC=1C)C1C=CC=CC=1C. The catalyst is CN(C=O)C.CC([O-])=O.CC([O-])=O.[Pd+2]. The product is [CH3:14][C:7]1([CH3:15])[CH2:6][O:5][C:4]2[CH:3]=[C:2](/[CH:18]=[CH:17]/[C:16]([O:20][C:21]([CH3:24])([CH3:23])[CH3:22])=[O:19])[CH:12]=[N:11][C:10]=2[NH:9][C:8]1=[O:13]. The yield is 0.870. (3) The yield is 0.360. The product is [N+:20]([C:16]1[CH:15]=[C:14]2[C:19]([C:11]([CH2:10][C:1]#[N:2])=[CH:12][NH:13]2)=[CH:18][CH:17]=1)([O-:22])=[O:21]. The reactants are [CH3:1][N:2](C=O)C.CI.CN(C)[CH2:10][C:11]1[C:19]2[C:14](=[CH:15][C:16]([N+:20]([O-:22])=[O:21])=[CH:17][CH:18]=2)[NH:13][CH:12]=1.[C-]#N.[K+]. The catalyst is O.C1COCC1. (4) The reactants are ClC1C=CC=C(C(OO)=[O:9])C=1.[CH2:12]([S:19][C:20]1[CH:29]=[CH:28][C:27]2[NH:26][C:25](=[O:30])[C:24]3[NH:31][CH:32]=[CH:33][C:23]=3[C:22]=2[CH:21]=1)[C:13]1[CH:18]=[CH:17][CH:16]=[CH:15][CH:14]=1.[CH2:34]([C:36]([O-:38])=[O:37])[CH3:35].C(=O)([O-])[O-].[K+].[K+]. The catalyst is ClCCl.O1CCOCC1. The product is [O:30]=[C:25]1[C:24]2[NH:31][CH:32]=[CH:33][C:23]=2[C:22]2[CH:21]=[C:20]([S:19]([CH2:12][C:13]3[CH:14]=[CH:15][CH:16]=[CH:17][CH:18]=3)=[O:9])[CH:29]=[CH:28][C:27]=2[NH:26]1.[CH2:34]([C:36]([O-:38])=[O:37])[CH3:35]. The yield is 0.420.